Dataset: Forward reaction prediction with 1.9M reactions from USPTO patents (1976-2016). Task: Predict the product of the given reaction. Given the reactants [Br:1][C:2]1[CH:3]=[CH:4][C:5]([C:8]([F:15])([F:14])[C:9]([O:11]CC)=[O:10])=[N:6][CH:7]=1.O1CCCC1.CO.O.[OH-].[Li+], predict the reaction product. The product is: [Br:1][C:2]1[CH:3]=[CH:4][C:5]([C:8]([F:15])([F:14])[C:9]([OH:11])=[O:10])=[N:6][CH:7]=1.